From a dataset of Forward reaction prediction with 1.9M reactions from USPTO patents (1976-2016). Predict the product of the given reaction. (1) Given the reactants [CH2:1]([N:3]1[CH2:8][CH2:7][NH:6][CH2:5][CH2:4]1)[CH3:2].[Cl:9][C:10]1[CH:11]=[N:12][CH:13]=[C:14]([Cl:17])[C:15]=1Cl.C(N(CC)CC)C, predict the reaction product. The product is: [Cl:17][C:14]1[CH:13]=[N:12][CH:11]=[C:10]([Cl:9])[C:15]=1[N:6]1[CH2:7][CH2:8][N:3]([CH2:1][CH3:2])[CH2:4][CH2:5]1. (2) Given the reactants [H-].[Na+].[CH3:3][O:4][C:5](=[O:11])[CH:6]([Cl:10])[C:7]([CH3:9])=[O:8].C([Li])CCC.[CH:17]1([C:22](=[O:27])[CH2:23][CH2:24][C:25]#[CH:26])[CH2:21][CH2:20][CH2:19][CH2:18]1, predict the reaction product. The product is: [CH3:3][O:4][C:5](=[O:11])[CH:6]([Cl:10])[C:7](=[O:8])[CH2:9][C:22]([CH:17]1[CH2:18][CH2:19][CH2:20][CH2:21]1)([OH:27])[CH2:23][CH2:24][C:25]#[CH:26]. (3) Given the reactants [CH3:1][Mg]Br.CON(C)[C:7]([C:9]1[N:10]([S:22](=[O:27])(=[O:26])[N:23]([CH3:25])[CH3:24])[N:11]=[C:12]([CH2:14][O:15][C:16]2[CH:21]=[CH:20][CH:19]=[CH:18][CH:17]=2)[CH:13]=1)=[O:8], predict the reaction product. The product is: [CH3:25][N:23]([CH3:24])[S:22]([N:10]1[C:9]([C:7](=[O:8])[CH3:1])=[CH:13][C:12]([CH2:14][O:15][C:16]2[CH:17]=[CH:18][CH:19]=[CH:20][CH:21]=2)=[N:11]1)(=[O:26])=[O:27]. (4) Given the reactants [Br:1][CH2:2][CH:3]=[CH:4][CH2:5]Br.[C:7]1(=[O:17])[NH:11][C:10](=[O:12])[C:9]2=[CH:13][CH:14]=[CH:15][CH:16]=[C:8]12.[K].O, predict the reaction product. The product is: [Br:1][CH2:2][CH:3]=[CH:4][CH2:5][N:11]1[C:10](=[O:12])[C:9]2=[CH:13][CH:14]=[CH:15][CH:16]=[C:8]2[C:7]1=[O:17].